This data is from Full USPTO retrosynthesis dataset with 1.9M reactions from patents (1976-2016). The task is: Predict the reactants needed to synthesize the given product. (1) Given the product [F:1][CH:2]1[CH2:5][N:4]([C:25]([C:19]2[CH:18]=[CH:17][C:16]3[N:15]([C@@H:33]([CH:40]4[CH2:45][CH2:44][O:43][CH2:42][CH2:41]4)[C:34]4[CH:39]=[CH:38][CH:37]=[CH:36][CH:35]=4)[C:14]4[CH:13]=[C:12]([C:11]5[N:10]([CH3:46])[N:9]=[N:8][C:7]=5[CH3:6])[CH:24]=[N:23][C:22]=4[C:21]=3[CH:20]=2)=[O:26])[CH2:3]1, predict the reactants needed to synthesize it. The reactants are: [F:1][CH:2]1[CH2:5][NH:4][CH2:3]1.[CH3:6][C:7]1[N:8]=[N:9][N:10]([CH3:46])[C:11]=1[C:12]1[CH:24]=[N:23][C:22]2[C:21]3[CH:20]=[C:19]([C:25](N4CC(C)(O)C4)=[O:26])[CH:18]=[CH:17][C:16]=3[N:15]([C@@H:33]([CH:40]3[CH2:45][CH2:44][O:43][CH2:42][CH2:41]3)[C:34]3[CH:39]=[CH:38][CH:37]=[CH:36][CH:35]=3)[C:14]=2[CH:13]=1. (2) The reactants are: [C:1]([C:3]1([C:14]2[CH:19]=[CH:18][CH:17]=[CH:16][N:15]=2)[CH2:6][N:5]([C:7]([O:9][C:10]([CH3:13])([CH3:12])[CH3:11])=[O:8])[CH2:4]1)#[N:2].O(C)S([C:24](F)(F)F)(=O)=O.C(O)(=O)C. Given the product [C:1]([C:3]1([CH:14]2[CH2:19][CH2:18][CH2:17][CH2:16][N:15]2[CH3:24])[CH2:6][N:5]([C:7]([O:9][C:10]([CH3:13])([CH3:12])[CH3:11])=[O:8])[CH2:4]1)#[N:2], predict the reactants needed to synthesize it. (3) Given the product [Br:1][C:2]1[CH:3]=[CH:4][C:5]2[S:10][CH2:9][C:8](=[O:11])[N:7]([CH3:14])[C:6]=2[CH:12]=1, predict the reactants needed to synthesize it. The reactants are: [Br:1][C:2]1[CH:3]=[CH:4][C:5]2[S:10][CH2:9][C:8](=[O:11])[NH:7][C:6]=2[CH:12]=1.Cl[C:14]1C=C(C)C2OC(=O)NC=2C=1. (4) Given the product [NH2:4][C:5]1[C:12]([F:13])=[CH:11][C:8]([C:9]#[N:10])=[C:7]([F:14])[C:6]=1[Br:1], predict the reactants needed to synthesize it. The reactants are: [Br:1]Br.O.[NH2:4][C:5]1[C:12]([F:13])=[CH:11][C:8]([C:9]#[N:10])=[C:7]([F:14])[CH:6]=1. (5) Given the product [CH3:26][N:27]([CH3:34])[CH:28]1[CH2:33][CH2:32][N:31]([C:2]2[C:3]3[N:4]([CH:23]=[CH:24][N:25]=3)[C:5]([C:16]3[CH:21]=[CH:20][C:19]([CH3:22])=[CH:18][CH:17]=3)=[C:6]([C:8]3[CH:15]=[CH:14][C:11]([C:12]#[N:13])=[CH:10][CH:9]=3)[N:7]=2)[CH2:30][CH2:29]1, predict the reactants needed to synthesize it. The reactants are: Cl[C:2]1[C:3]2[N:4]([CH:23]=[CH:24][N:25]=2)[C:5]([C:16]2[CH:21]=[CH:20][C:19]([CH3:22])=[CH:18][CH:17]=2)=[C:6]([C:8]2[CH:15]=[CH:14][C:11]([C:12]#[N:13])=[CH:10][CH:9]=2)[N:7]=1.[CH3:26][N:27]([CH3:34])[CH:28]1[CH2:33][CH2:32][NH:31][CH2:30][CH2:29]1.C(N(CC)C(C)C)(C)C. (6) Given the product [CH3:1][C:2]1[CH:3]=[CH:4][C:5]([S:8]([O:11][C:12]2[CH:13]=[CH:14][CH:15]=[C:16]3[C:21]=2[C:20]([S:22]([O-:25])(=[O:24])=[O:23])=[CH:19][CH:18]=[CH:17]3)(=[O:9])=[O:10])=[CH:6][CH:7]=1.[C:41]1([S+:34]([C:28]2[CH:29]=[CH:30][CH:31]=[CH:32][CH:33]=2)[C:35]2[CH:40]=[CH:39][CH:38]=[CH:37][CH:36]=2)[CH:42]=[CH:43][CH:44]=[CH:45][CH:46]=1, predict the reactants needed to synthesize it. The reactants are: [CH3:1][C:2]1[CH:7]=[CH:6][C:5]([S:8]([O:11][C:12]2[CH:13]=[CH:14][CH:15]=[C:16]3[C:21]=2[C:20]([S:22]([O-:25])(=[O:24])=[O:23])=[CH:19][CH:18]=[CH:17]3)(=[O:10])=[O:9])=[CH:4][CH:3]=1.[Na+].[Cl-].[C:28]1([S+:34]([C:41]2[CH:46]=[CH:45][CH:44]=[CH:43][CH:42]=2)[C:35]2[CH:40]=[CH:39][CH:38]=[CH:37][CH:36]=2)[CH:33]=[CH:32][CH:31]=[CH:30][CH:29]=1. (7) Given the product [F:1][C:2]1[CH:3]=[CH:4][C:5]([N:8]2[CH:12]=[CH:11][C:10]([C:13]([NH:31][C@H:28]3[CH2:29][CH2:30][N:26]([C:22]4[C:21]5[N:20]([CH:19]=[CH:18][C:17]=5[CH3:16])[CH:25]=[CH:24][N:23]=4)[CH2:27]3)=[O:15])=[N:9]2)=[CH:6][CH:7]=1, predict the reactants needed to synthesize it. The reactants are: [F:1][C:2]1[CH:7]=[CH:6][C:5]([N:8]2[CH:12]=[CH:11][C:10]([C:13]([OH:15])=O)=[N:9]2)=[CH:4][CH:3]=1.[CH3:16][C:17]1[CH:18]=[CH:19][N:20]2[CH:25]=[CH:24][N:23]=[C:22]([N:26]3[CH2:30][CH2:29][C@H:28]([NH2:31])[CH2:27]3)[C:21]=12.CCCP(=O)=O.CN1CCOCC1. (8) Given the product [Br:22][CH2:8][C:5]1[CH:6]=[CH:7][C:2]([F:1])=[C:3]([O:9][CH2:10][C:11]([F:13])([F:12])[F:14])[CH:4]=1, predict the reactants needed to synthesize it. The reactants are: [F:1][C:2]1[CH:7]=[CH:6][C:5]([CH3:8])=[CH:4][C:3]=1[O:9][CH2:10][C:11]([F:14])([F:13])[F:12].C1C(=O)N([Br:22])C(=O)C1.C(OOC(=O)C1C=CC=CC=1)(=O)C1C=CC=CC=1. (9) Given the product [F:1][C:2]1[CH:7]=[CH:6][C:5]([C:8]2[C:9](=[O:10])[NH:11][CH2:12][CH2:13][C:14]=2[CH3:15])=[CH:4][CH:3]=1, predict the reactants needed to synthesize it. The reactants are: [F:1][C:2]1[CH:7]=[CH:6][C:5]([CH2:8][C:9]([NH:11][CH2:12][CH2:13][C:14](=O)[CH3:15])=[O:10])=[CH:4][CH:3]=1.[O-]CC.[Na+].C(O)C.